From a dataset of Forward reaction prediction with 1.9M reactions from USPTO patents (1976-2016). Predict the product of the given reaction. Given the reactants C1C=CC2N(O)N=NC=2C=1.CCN=C=NCCCN(C)C.Cl.[NH2:23][CH:24]1[CH2:29][CH2:28][N:27]([C:30]([O:32][C:33]([CH3:36])([CH3:35])[CH3:34])=[O:31])[CH2:26][CH2:25]1.[CH3:37][O:38][C:39]1[CH:40]=[C:41]([CH:45]=[CH:46][CH:47]=1)[C:42](O)=[O:43], predict the reaction product. The product is: [CH3:37][O:38][C:39]1[CH:40]=[C:41]([CH:45]=[CH:46][CH:47]=1)[C:42]([NH:23][CH:24]1[CH2:25][CH2:26][N:27]([C:30]([O:32][C:33]([CH3:36])([CH3:35])[CH3:34])=[O:31])[CH2:28][CH2:29]1)=[O:43].